From a dataset of NCI-60 drug combinations with 297,098 pairs across 59 cell lines. Regression. Given two drug SMILES strings and cell line genomic features, predict the synergy score measuring deviation from expected non-interaction effect. Drug 1: C1C(C(OC1N2C=NC3=C(N=C(N=C32)Cl)N)CO)O. Drug 2: CS(=O)(=O)OCCCCOS(=O)(=O)C. Cell line: OVCAR-5. Synergy scores: CSS=34.5, Synergy_ZIP=-14.2, Synergy_Bliss=-7.35, Synergy_Loewe=-2.88, Synergy_HSA=-2.06.